This data is from Drug-target binding data from BindingDB using IC50 measurements. The task is: Regression. Given a target protein amino acid sequence and a drug SMILES string, predict the binding affinity score between them. We predict pIC50 (pIC50 = -log10(IC50 in M); higher means more potent). Dataset: bindingdb_ic50. (1) The compound is Cc1c(Cl)cccc1Nc1ccccc1C(=O)O. The target protein (P04054) has sequence MKLLVLAVLLTVAAADSGISPRAVWQFRKMIKCVIPGSDPFLEYNNYGCYCGLGGSGTPVDELDKCCQTHDNCYDQAKKLDSCKFLLDNPYTHTYSYSCSGSAITCSSKNKECEAFICNCDRNAAICFSKAPYNKAHKNLDTKKYCQS. The pIC50 is 5.1. (2) The drug is C[C@H](Nc1ccc(P(=O)(O)O)cc1)C(=O)O. The target protein (P35349) has sequence MGRLPVLLLWLAWWLSQAGIACGAGSVRLAGGLTLGGLFPVHARGAAGRACGALKKEQGVHRLEAMLYALDRVNADPELLPGVRLGARLLDTCSRDTYALEQALSFVQALIRGRGDGDEASVRCPGGVPPLRSAPPERVVAVVGASASSVSIMVANVLRLFAIPQISYASTAPELSDSTRYDFFSRVVPPDSYQAQAMVDIVRALGWNYVSTLASEGNYGESGVEAFVQISREAGGVCIAQSIKIPREPKPGEFHKVIRRLMETPNARGIIIFANEDDIRRVLEATRQANLTGHFLWVGSDSWGSKISPILNLEEEAVGAITILPKRASIDGFDQYFMTRSLENNRRNIWFAEFWEENFNCKLTSSGGQSDDSTRKCTGEERIGQDSAYEQEGKVQFVIDAVYAIAHALHSMHQALCPGHTGLCPAMEPTDGRTLLHYIRAVRFNGSAGTPVMFNENGDAPGRYDIFQYQATNGSASSGGYQAVGQWAEALRLDMEVLRW.... The pIC50 is 3.3. (3) The small molecule is O=S(=O)(Nc1nccs1)c1ccc2c(c1)OCCN2c1ccccc1Oc1ccncc1. The target protein (Q15858) has sequence MAMLPPPGPQSFVHFTKQSLALIEQRIAERKSKEPKEEKKDDDEEAPKPSSDLEAGKQLPFIYGDIPPGMVSEPLEDLDPYYADKKTFIVLNKGKTIFRFNATPALYMLSPFSPLRRISIKILVHSLFSMLIMCTILTNCIFMTMNNPPDWTKNVEYTFTGIYTFESLVKILARGFCVGEFTFLRDPWNWLDFVVIVFAYLTEFVNLGNVSALRTFRVLRALKTISVIPGLKTIVGALIQSVKKLSDVMILTVFCLSVFALIGLQLFMGNLKHKCFRNSLENNETLESIMNTLESEEDFRKYFYYLEGSKDALLCGFSTDSGQCPEGYTCVKIGRNPDYGYTSFDTFSWAFLALFRLMTQDYWENLYQQTLRAAGKTYMIFFVVVIFLGSFYLINLILAVVAMAYEEQNQANIEEAKQKELEFQQMLDRLKKEQEEAEAIAAAAAEYTSIRRSRIMGLSESSSETSKLSSKSAKERRNRRKKKNQKKLSSGEEKGDAEKL.... The pIC50 is 5.7.